Dataset: Full USPTO retrosynthesis dataset with 1.9M reactions from patents (1976-2016). Task: Predict the reactants needed to synthesize the given product. (1) Given the product [CH3:1][O:2][C:3](=[O:18])[C:4]1[CH:9]=[CH:8][C:7]([O:10][CH:11]2[CH2:14][C:13]([F:16])([F:15])[CH2:12]2)=[C:6]([Br:23])[CH:5]=1, predict the reactants needed to synthesize it. The reactants are: [CH3:1][O:2][C:3](=[O:18])[C:4]1[CH:9]=[CH:8][C:7]([O:10][CH:11]2[CH2:14][C:13]([F:16])([F:15])[CH2:12]2)=[C:6](N)[CH:5]=1.N([O-])=O.[Na+].[BrH:23]. (2) Given the product [Br:24][CH2:25][C@H:26]([CH3:29])[CH2:27][O:28][Si:5]([C:1]([CH3:4])([CH3:3])[CH3:2])([C:13]1[CH:18]=[CH:17][CH:16]=[CH:15][CH:14]=1)[C:7]1[CH:12]=[CH:11][CH:10]=[CH:9][CH:8]=1, predict the reactants needed to synthesize it. The reactants are: [C:1]([Si:5]([C:13]1[CH:18]=[CH:17][CH:16]=[CH:15][CH:14]=1)([C:7]1[CH:12]=[CH:11][CH:10]=[CH:9][CH:8]=1)Cl)([CH3:4])([CH3:3])[CH3:2].N1C=CN=C1.[Br:24][CH2:25][C@H:26]([CH3:29])[CH2:27][OH:28].O. (3) Given the product [CH3:28][C:26]1[CH:25]=[CH:24][N:23]=[C:22]([NH:21][C:19]2[S:20][C:16]([S:1][C:2]3[CH:7]=[CH:6][N:5]=[C:4]([C:8]([OH:10])=[O:9])[CH:3]=3)=[CH:17][N:18]=2)[CH:27]=1, predict the reactants needed to synthesize it. The reactants are: [SH:1][C:2]1[CH:7]=[CH:6][N:5]=[C:4]([C:8]([O:10]C)=[O:9])[CH:3]=1.O.S.[Na].Br[C:16]1[S:20][C:19]([NH:21][C:22]2[CH:27]=[C:26]([CH3:28])[CH:25]=[CH:24][N:23]=2)=[N:18][CH:17]=1.SC1C=CC=CN=1.C[O-].[Na+].[OH-].[Na+].Cl. (4) Given the product [C:1]([O:5][C:6](=[O:23])[NH:7][C:8]1[CH:9]=[CH:10][C:11]([C:14]2[N:15]=[C:16]3[NH:24][N:25]=[C:20]([NH2:21])[C:17]3=[N:18][CH:19]=2)=[CH:12][CH:13]=1)([CH3:4])([CH3:2])[CH3:3], predict the reactants needed to synthesize it. The reactants are: [C:1]([O:5][C:6](=[O:23])[NH:7][C:8]1[CH:13]=[CH:12][C:11]([C:14]2[CH:19]=[N:18][C:17]([C:20]#[N:21])=[C:16](Cl)[N:15]=2)=[CH:10][CH:9]=1)([CH3:4])([CH3:3])[CH3:2].[NH2:24][NH2:25]. (5) Given the product [F:1][CH:2]([F:15])[CH2:3][CH2:4][O:5][C:6]1[CH:7]=[C:8]([CH:12]=[CH:13][CH:14]=1)[C:9]([Cl:19])=[O:10], predict the reactants needed to synthesize it. The reactants are: [F:1][CH:2]([F:15])[CH2:3][CH2:4][O:5][C:6]1[CH:7]=[C:8]([CH:12]=[CH:13][CH:14]=1)[C:9](O)=[O:10].C(Cl)(=O)C([Cl:19])=O.